From a dataset of Reaction yield outcomes from USPTO patents with 853,638 reactions. Predict the reaction yield, written as a fraction of the theoretical maximum amount of product (1.0 means a 100% yield; for example, 0.34 means a 34% yield). The yield is 0.715. The product is [Br:1][C:2]1[CH:10]=[C:9]2[C:5]([C:6]([CH:11]=[O:12])=[N:7][N:8]2[S:28]([C:25]2[CH:26]=[CH:27][C:22]([O:21][CH3:20])=[C:23]([N:32]3[CH2:37][CH2:36][N:35]([C:38](=[O:43])[C:39]([F:42])([F:40])[F:41])[CH2:34][CH2:33]3)[CH:24]=2)(=[O:30])=[O:29])=[CH:4][CH:3]=1. The reactants are [Br:1][C:2]1[CH:10]=[C:9]2[C:5]([C:6]([CH:11]=[O:12])=[N:7][NH:8]2)=[CH:4][CH:3]=1.C(N(CC)CC)C.[CH3:20][O:21][C:22]1[CH:27]=[CH:26][C:25]([S:28](Cl)(=[O:30])=[O:29])=[CH:24][C:23]=1[N:32]1[CH2:37][CH2:36][N:35]([C:38](=[O:43])[C:39]([F:42])([F:41])[F:40])[CH2:34][CH2:33]1. The catalyst is ClCCl.